The task is: Regression. Given a peptide amino acid sequence and an MHC pseudo amino acid sequence, predict their binding affinity value. This is MHC class I binding data.. This data is from Peptide-MHC class I binding affinity with 185,985 pairs from IEDB/IMGT. (1) The peptide sequence is SATGFKQSSK. The MHC is HLA-A11:01 with pseudo-sequence HLA-A11:01. The binding affinity (normalized) is 0.245. (2) The peptide sequence is NQLLIAILL. The MHC is HLA-A02:01 with pseudo-sequence HLA-A02:01. The binding affinity (normalized) is 0.202. (3) The peptide sequence is TVPVFNPHWK. The MHC is Patr-A0401 with pseudo-sequence Patr-A0401. The binding affinity (normalized) is 0.215. (4) The peptide sequence is SARTNCLAV. The binding affinity (normalized) is 0.0847. The MHC is HLA-B39:01 with pseudo-sequence HLA-B39:01.